From a dataset of Catalyst prediction with 721,799 reactions and 888 catalyst types from USPTO. Predict which catalyst facilitates the given reaction. (1) Reactant: [NH2:1][C@@H:2]([CH2:27][C:28]1[CH:33]=[CH:32][CH:31]=[CH:30][CH:29]=1)[C@@H:3]([OH:26])[CH2:4][C@@H:5]([NH:13][C:14]([C@@H:16]([NH:21][C:22](=[O:25])[O:23][CH3:24])[C:17]([CH3:20])([CH3:19])[CH3:18])=[O:15])[CH2:6][C:7]1[CH:12]=[CH:11][CH:10]=[CH:9][CH:8]=1.FC(F)(F)C(O)=O.[CH3:41][C@@H:42]([CH2:65][CH3:66])[C@H:43]([N:47]1[CH2:51][CH2:50][N:49]([CH2:52][C:53]2[N:54]=[C:55]([C:58]3[CH:63]=[CH:62][CH:61]=[CH:60][N:59]=3)[S:56][CH:57]=2)[C:48]1=[O:64])[C:44](O)=[O:45].CCN=C=NCCCN(C)C.C1C=CC2N(O)N=NC=2C=1.CN1CCOCC1. Product: [CH2:6]([C@H:5]([NH:13][C:14]([C@@H:16]([NH:21][C:22](=[O:25])[O:23][CH3:24])[C:17]([CH3:20])([CH3:19])[CH3:18])=[O:15])[CH2:4][C@H:3]([OH:26])[C@@H:2]([NH:1][C:44](=[O:45])[C@@H:43]([N:47]1[CH2:51][CH2:50][N:49]([CH2:52][C:53]2[N:54]=[C:55]([C:58]3[CH:63]=[CH:62][CH:61]=[CH:60][N:59]=3)[S:56][CH:57]=2)[C:48]1=[O:64])[CH:42]([CH3:41])[CH2:65][CH3:66])[CH2:27][C:28]1[CH:29]=[CH:30][CH:31]=[CH:32][CH:33]=1)[C:7]1[CH:12]=[CH:11][CH:10]=[CH:9][CH:8]=1. The catalyst class is: 3. (2) Reactant: [H-].[Al+3].[Li+].[H-].[H-].[H-].[F:7][C:8]1[CH:38]=[CH:37][CH:36]=[C:35]([F:39])[C:9]=1[CH2:10][O:11][C:12]1[CH:13]=[CH:14][C:15]([CH2:33][CH3:34])=[C:16]([N:18]2[CH2:27][C:26]3[C:21](=[CH:22][C:23]([C:28](OC)=[O:29])=[CH:24][CH:25]=3)[NH:20][C:19]2=[O:32])[CH:17]=1.O.O.O.O.O.O.O.O.O.O.S([O-])([O-])(=O)=O.[Na+].[Na+]. Product: [F:7][C:8]1[CH:38]=[CH:37][CH:36]=[C:35]([F:39])[C:9]=1[CH2:10][O:11][C:12]1[CH:13]=[CH:14][C:15]([CH2:33][CH3:34])=[C:16]([N:18]2[CH2:27][C:26]3[C:21](=[CH:22][C:23]([CH2:28][OH:29])=[CH:24][CH:25]=3)[NH:20][C:19]2=[O:32])[CH:17]=1. The catalyst class is: 1. (3) Reactant: [C:1]1([CH2:7][C:8]([CH2:16][C:17]2[CH:22]=[CH:21][CH:20]=[CH:19][CH:18]=2)([CH:10]2[CH2:15][NH:14][CH2:13][CH2:12][NH:11]2)[OH:9])[CH:6]=[CH:5][CH:4]=[CH:3][CH:2]=1.[C:23](=[O:26])([O-:25])O.[Na+].[C:28](O[C:28]([O:30][C:31]([CH3:34])([CH3:33])[CH3:32])=[O:29])([O:30][C:31]([CH3:34])([CH3:33])[CH3:32])=[O:29]. Product: [CH3:2][C:1]([O:25][C:23]([N:11]1[CH2:12][CH2:13][N:14]([C:28]([O:30][C:31]([CH3:34])([CH3:33])[CH3:32])=[O:29])[CH2:15][CH:10]1[C:8]([OH:9])([CH2:16][C:17]1[CH:22]=[CH:21][CH:20]=[CH:19][CH:18]=1)[CH2:7][C:1]1[CH:2]=[CH:3][CH:4]=[CH:5][CH:6]=1)=[O:26])([CH3:7])[CH3:6]. The catalyst class is: 7. (4) Reactant: [CH:1]([C:4]1[CH:8]=[N:7][N:6]([C:9]2[CH:14]=[CH:13][CH:12]=[CH:11][C:10]=2[O:15][C:16]([F:19])([F:18])[F:17])[C:5]=1[CH2:20][O:21][C:22]1[N:27]=[C:26]([CH3:28])[C:25]([NH2:29])=[CH:24][CH:23]=1)([CH3:3])[CH3:2].[CH3:30][O:31][C:32](=[O:41])[C:33]1[CH:38]=[CH:37][CH:36]=[C:35]([CH:39]=O)[CH:34]=1.[B][B][B][B][B][B][B][B][B][B].[CH2:52]=O. Product: [CH3:30][O:31][C:32](=[O:41])[C:33]1[CH:38]=[CH:37][CH:36]=[C:35]([CH2:39][N:29]([C:25]2[C:26]([CH3:28])=[N:27][C:22]([O:21][CH2:20][C:5]3[N:6]([C:9]4[CH:14]=[CH:13][CH:12]=[CH:11][C:10]=4[O:15][C:16]([F:19])([F:17])[F:18])[N:7]=[CH:8][C:4]=3[CH:1]([CH3:3])[CH3:2])=[CH:23][CH:24]=2)[CH3:52])[CH:34]=1. The catalyst class is: 5. (5) Reactant: [F:1][C:2]1[CH:30]=[C:29]([N+:31]([O-])=O)[CH:28]=[CH:27][C:3]=1[O:4][C:5]1[CH:10]=[CH:9][N:8]=[C:7]2[CH:11]=[C:12]([C:14]3[CH:19]=[CH:18][C:17]([C:20]([N:22]4[CH2:26][CH2:25][CH2:24][CH2:23]4)=[O:21])=[CH:16][CH:15]=3)[S:13][C:6]=12.[NH4+].[Cl-]. Product: [NH2:31][C:29]1[CH:28]=[CH:27][C:3]([O:4][C:5]2[CH:10]=[CH:9][N:8]=[C:7]3[CH:11]=[C:12]([C:14]4[CH:15]=[CH:16][C:17]([C:20]([N:22]5[CH2:26][CH2:25][CH2:24][CH2:23]5)=[O:21])=[CH:18][CH:19]=4)[S:13][C:6]=23)=[C:2]([F:1])[CH:30]=1. The catalyst class is: 284. (6) Reactant: [F:1][C:2]([F:15])([F:14])[S:3]([O:6]S(C(F)(F)F)(=O)=O)(=[O:5])=[O:4].[CH3:16][C:17]([CH3:33])([CH3:32])[C:18]([NH:20][C:21]1[CH:30]=[CH:29][CH:28]=[C:27](O)[C:22]=1[C:23]([O:25][CH3:26])=[O:24])=[O:19].N1C=CC=CC=1. Product: [CH3:16][C:17]([CH3:33])([CH3:32])[C:18]([NH:20][C:21]1[CH:30]=[CH:29][CH:28]=[C:27]([O:6][S:3]([C:2]([F:15])([F:14])[F:1])(=[O:5])=[O:4])[C:22]=1[C:23]([O:25][CH3:26])=[O:24])=[O:19]. The catalyst class is: 2. (7) Reactant: [CH3:1][O:2][C:3](=[O:25])[CH2:4]/[CH:5]=[CH:6]/[C:7]1[CH:16]=[CH:15][CH:14]=[C:13]2[C:8]=1[CH:9]=[CH:10][C:11]([NH:17][CH2:18][C:19]1[O:20][C:21]([CH3:24])=[CH:22][CH:23]=1)=[N:12]2.[H][H]. Product: [CH3:1][O:2][C:3](=[O:25])[CH2:4][CH2:5][CH2:6][C:7]1[CH:16]=[CH:15][CH:14]=[C:13]2[C:8]=1[CH:9]=[CH:10][C:11]([NH:17][CH2:18][C:19]1[O:20][C:21]([CH3:24])=[CH:22][CH:23]=1)=[N:12]2. The catalyst class is: 29.